Predict the product of the given reaction. From a dataset of Forward reaction prediction with 1.9M reactions from USPTO patents (1976-2016). (1) Given the reactants [N+:1]([C:4]1[CH:9]=[CH:8][CH:7]=[CH:6][C:5]=1[C:10]1[CH:18]=[CH:17][CH:16]=[C:15]2[C:11]=1[CH2:12][CH2:13][C:14]2=[O:19])([O-])=O.P(OCC)(OCC)OCC.C1C2NC3C(=CC=CC=3)C=2C=CC=1, predict the reaction product. The product is: [CH2:12]1[C:11]2[C:10]3[C:5]4[CH:6]=[CH:7][CH:8]=[CH:9][C:4]=4[NH:1][C:18]=3[CH:17]=[CH:16][C:15]=2[C:14](=[O:19])[CH2:13]1. (2) Given the reactants C(OC([N:8]1[C:12]2[N:13]=[CH:14][N:15]=[C:16]([N:17]3[CH2:24][C:21]4([CH2:23][CH2:22]4)[N:20]([S:25](=[O:36])(=[O:35])[NH:26][CH2:27][CH2:28][C:29]4[CH:34]=[CH:33][CH:32]=[CH:31][CH:30]=4)[CH2:19][CH2:18]3)[C:11]=2[CH:10]=[CH:9]1)=O)(C)(C)C.[C:37]([O-])([O-])=O.[K+].[K+].IC.C([O-])([O-])=O.[Na+].[Na+], predict the reaction product. The product is: [CH3:37][N:26]([CH2:27][CH2:28][C:29]1[CH:30]=[CH:31][CH:32]=[CH:33][CH:34]=1)[S:25]([N:20]1[CH2:19][CH2:18][N:17]([C:16]2[C:11]3[CH:10]=[CH:9][NH:8][C:12]=3[N:13]=[CH:14][N:15]=2)[CH2:24][C:21]21[CH2:22][CH2:23]2)(=[O:35])=[O:36]. (3) Given the reactants [N:1]1([C:6]2[CH:11]=[CH:10][C:9]([C:12]3[O:13][C:14]4[CH:30]=[CH:29][C:28]([NH:31]C(=O)C)=[CH:27][C:15]=4[C:16](=[O:26])[C:17]=3[O:18][CH2:19][C:20]3[CH:25]=[CH:24][CH:23]=[CH:22][CH:21]=3)=[CH:8][CH:7]=2)[CH:5]=[CH:4][N:3]=[CH:2]1.Cl, predict the reaction product. The product is: [N:1]1([C:6]2[CH:11]=[CH:10][C:9]([C:12]3[O:13][C:14]4[CH:30]=[CH:29][C:28]([NH2:31])=[CH:27][C:15]=4[C:16](=[O:26])[C:17]=3[O:18][CH2:19][C:20]3[CH:25]=[CH:24][CH:23]=[CH:22][CH:21]=3)=[CH:8][CH:7]=2)[CH:5]=[CH:4][N:3]=[CH:2]1. (4) Given the reactants FC1C=C(C2N3C(C(O)CCC3)=C3N(C)C(=O)N(C)C(=O)C=23)C=CC=1.FC1C=C(C2N3C(C(=O)CCC3)=C3N(C)C(=O)N(C)C(=O)C=23)C=CC=1.[F:51][C:52]1[CH:53]=[C:54]([C:58]2[N:66]3[C:61]([C:62](=[O:68])[CH2:63][CH:64]([CH3:67])[CH2:65]3)=[C:60]3[N:69]([CH3:76])[C:70](=[O:75])[N:71]([CH3:74])[C:72](=[O:73])[C:59]=23)[CH:55]=[CH:56][CH:57]=1, predict the reaction product. The product is: [F:51][C:52]1[CH:53]=[C:54]([C:58]2[N:66]3[C:61]([CH:62]([OH:68])[CH2:63][CH:64]([CH3:67])[CH2:65]3)=[C:60]3[N:69]([CH3:76])[C:70](=[O:75])[N:71]([CH3:74])[C:72](=[O:73])[C:59]=23)[CH:55]=[CH:56][CH:57]=1. (5) Given the reactants [NH2:1][C:2]1[CH:7]=[C:6]([C:8]2[CH:13]=[CH:12][C:11]([O:14][CH3:15])=[C:10]([C:16]([F:19])([F:18])[F:17])[CH:9]=2)[N:5]=[C:4]([C:20]#[N:21])[C:3]=1[N+:22]([O-])=O.Cl.O, predict the reaction product. The product is: [NH2:22][C:3]1[C:4]([C:20]#[N:21])=[N:5][C:6]([C:8]2[CH:13]=[CH:12][C:11]([O:14][CH3:15])=[C:10]([C:16]([F:19])([F:17])[F:18])[CH:9]=2)=[CH:7][C:2]=1[NH2:1].